Dataset: Catalyst prediction with 721,799 reactions and 888 catalyst types from USPTO. Task: Predict which catalyst facilitates the given reaction. (1) Reactant: Cl[CH2:2][C:3]([NH:5][C:6]1[S:7][C:8]2[N:9]=[C:10]([NH:15][C:16]3[CH:17]=[C:18]([NH:23][C:24](=[O:36])[C:25]4[CH:30]=[CH:29][CH:28]=[C:27]([C:31]([C:34]#[N:35])([CH3:33])[CH3:32])[CH:26]=4)[CH:19]=[CH:20][C:21]=3[CH3:22])[N:11]=[CH:12][C:13]=2[N:14]=1)=[O:4].CN(C)C=O.C(N(CC)CC)C.[NH:49]1[CH2:54][CH2:53][O:52][CH2:51][CH2:50]1. Product: [C:34]([C:31]([C:27]1[CH:26]=[C:25]([CH:30]=[CH:29][CH:28]=1)[C:24]([NH:23][C:18]1[CH:19]=[CH:20][C:21]([CH3:22])=[C:16]([NH:15][C:10]2[N:11]=[CH:12][C:13]3[N:14]=[C:6]([NH:5][C:3](=[O:4])[CH2:2][N:49]4[CH2:54][CH2:53][O:52][CH2:51][CH2:50]4)[S:7][C:8]=3[N:9]=2)[CH:17]=1)=[O:36])([CH3:32])[CH3:33])#[N:35]. The catalyst class is: 30. (2) The catalyst class is: 10. Reactant: [CH3:1][C:2]1[CH:3]=[N:4][N:5]([C:7]2[CH:12]=[CH:11][N:10]=[CH:9][C:8]=2[N:13]2[CH2:18][CH2:17][CH:16]([C:19]([OH:21])=O)[CH2:15][CH2:14]2)[CH:6]=1.CCN(C(C)C)C(C)C.[NH:31]1[CH2:38][CH2:37][CH2:36][C@@H:32]1[C:33]([NH2:35])=O.C(P1(=O)OP(=O)(CCC)OP(=O)(CCC)O1)CC.C(=O)([O-])O.[Na+]. Product: [CH3:1][C:2]1[CH:3]=[N:4][N:5]([C:7]2[CH:12]=[CH:11][N:10]=[CH:9][C:8]=2[N:13]2[CH2:14][CH2:15][CH:16]([C:19]([N:31]3[CH2:38][CH2:37][CH2:36][C@@H:32]3[C:33]#[N:35])=[O:21])[CH2:17][CH2:18]2)[CH:6]=1. (3) Reactant: [NH2:1][C:2]1[N:6]([CH:7]2[CH2:12][CH:11]3[CH2:13][CH:8]2[CH2:9][N:10]3C(OCC2C=CC=CC=2)=O)[N:5]=[C:4]([C:24]2[CH:29]=[CH:28][C:27]([O:30][C:31]3[CH:36]=[CH:35][CH:34]=[CH:33][CH:32]=3)=[CH:26][CH:25]=2)[C:3]=1[C:37]#[N:38].[OH-:39].[Na+].O. Product: [NH2:1][C:2]1[N:6]([CH:7]2[CH2:12][CH:11]3[CH2:13][CH:8]2[CH2:9][NH:10]3)[N:5]=[C:4]([C:24]2[CH:25]=[CH:26][C:27]([O:30][C:31]3[CH:36]=[CH:35][CH:34]=[CH:33][CH:32]=3)=[CH:28][CH:29]=2)[C:3]=1[C:37]([NH2:38])=[O:39]. The catalyst class is: 8.